This data is from Full USPTO retrosynthesis dataset with 1.9M reactions from patents (1976-2016). The task is: Predict the reactants needed to synthesize the given product. (1) Given the product [CH2:66]([O:65][C:63]([C:52]1([CH2:51][C:48]2[CH2:49][CH2:50][N:45]([CH2:38][C:39]3[CH:44]=[CH:43][CH:42]=[CH:41][CH:40]=3)[CH2:46][CH:47]=2)[CH2:56][O:55][C:54]([C:57]2[CH:62]=[CH:61][CH:60]=[CH:59][CH:58]=2)=[N:53]1)=[O:64])[C:67]1[CH:68]=[CH:69][CH:70]=[CH:71][CH:72]=1, predict the reactants needed to synthesize it. The reactants are: C(OC(C1(CC2C=CN=CC=2)COC(C2C=CC=CC=2)=N1)=O)C1C=CC=CC=1.ClCC1C=CN=CC=1.[Cl-].[CH2:38]([N+:45]1[CH:50]=[CH:49][C:48]([CH2:51][C:52]2([C:63]([O:65][CH2:66][C:67]3[CH:72]=[CH:71][CH:70]=[CH:69][CH:68]=3)=[O:64])[CH2:56][O:55][C:54]([C:57]3[CH:62]=[CH:61][CH:60]=[CH:59][CH:58]=3)=[N:53]2)=[CH:47][CH:46]=1)[C:39]1[CH:44]=[CH:43][CH:42]=[CH:41][CH:40]=1.[BH4-].[Na+]. (2) Given the product [CH3:26][N:27]([CH3:34])[CH2:28][CH2:29][CH2:30][CH2:31][N:32]([C:2]1[CH:7]=[CH:6][CH:5]=[CH:4][C:3]=1[S:8]([NH:11][C:12]1[C:21]([C:22]([OH:24])=[O:23])=[C:20]2[C:15]([CH:16]3[CH2:25][CH:17]3[CH2:18][O:19]2)=[CH:14][CH:13]=1)(=[O:10])=[O:9])[CH3:33], predict the reactants needed to synthesize it. The reactants are: F[C:2]1[CH:7]=[CH:6][CH:5]=[CH:4][C:3]=1[S:8]([NH:11][C:12]1[C:21]([C:22]([OH:24])=[O:23])=[C:20]2[C:15]([CH:16]3[CH2:25][CH:17]3[CH2:18][O:19]2)=[CH:14][CH:13]=1)(=[O:10])=[O:9].[CH3:26][N:27]([CH3:34])[CH2:28][CH2:29][CH2:30][CH2:31][NH:32][CH3:33].C(N(CC)CC)C. (3) Given the product [O-:13][S:11]([C:14]([F:17])([F:16])[F:15])(=[O:12])=[O:10].[CH2:2]([N+:4]1[CH:9]=[CH:8][CH:7]=[CH:6][CH:5]=1)[CH3:3], predict the reactants needed to synthesize it. The reactants are: [Br-].[CH2:2]([N+:4]1[CH:9]=[CH:8][CH:7]=[CH:6][CH:5]=1)[CH3:3].[O:10](C)[S:11]([C:14]([F:17])([F:16])[F:15])(=[O:13])=[O:12]. (4) Given the product [C:14]([O:1][C:2]1[CH:7]=[CH:6][N:5]2[N:8]=[CH:9][C:10]([CH:11]=[O:12])=[C:4]2[CH:3]=1)(=[O:15])[CH3:13], predict the reactants needed to synthesize it. The reactants are: [OH:1][C:2]1[CH:7]=[CH:6][N:5]2[N:8]=[CH:9][C:10]([CH:11]=[O:12])=[C:4]2[CH:3]=1.[CH3:13][C:14](OC(C)=O)=[O:15].CCN(CC)CC. (5) The reactants are: [Br:1][C:2]1[N:10]=[C:9]2[C:5]([NH:6][CH:7]=[N:8]2)=[C:4](Cl)[N:3]=1.CO[C:14]1[CH:19]=[CH:18][CH:17]=[C:16]([NH2:20])[CH:15]=1.C([N:23](CC)CC)C.[CH2:28]([OH:31])CC. Given the product [Br:1][C:2]1[N:10]=[C:9]2[C:5]([NH:6][CH:7]=[N:8]2)=[C:4]([N:20]([O:31][CH3:28])[C:16]2[CH:15]=[CH:14][CH:19]=[CH:18][CH:17]=2)[N:3]=1.[BrH:1].[NH3:23], predict the reactants needed to synthesize it. (6) Given the product [OH:6][C:5]1[CH:4]=[C:3]([CH:11]=[CH:10][C:7]=1[O:8][CH3:9])[C:2]([OH:12])=[O:1], predict the reactants needed to synthesize it. The reactants are: [O:1]=[CH:2][C:3]1[CH:11]=[CH:10][C:7]([O:8][CH3:9])=[C:5]([OH:6])[CH:4]=1.[OH-:12].[Na+].OO. (7) Given the product [NH2:9][C:10]1[S:11][C:6]([C:3]([O:4][CH2:5][CH:6]=[CH2:2])=[O:8])=[C:2]([CH2:3][OH:4])[N:12]=1, predict the reactants needed to synthesize it. The reactants are: Cl[CH:2]1[C:6](=O)[CH2:5][O:4][C:3]1=[O:8].[NH2:9][C:10]([NH2:12])=[S:11]. (8) Given the product [Cl:23][C:17]1[CH:18]=[C:19]([Cl:22])[CH:20]=[CH:21][C:16]=1[C:15]([N:14]([CH:11]1[CH2:12][CH2:13][NH:8][CH2:9][CH2:10]1)[C:25]1[CH:29]=[C:28]([C:30]2[CH:31]=[CH:32][CH:33]=[CH:34][CH:35]=2)[S:27][C:26]=1[C:36]([OH:38])=[O:37])=[O:24], predict the reactants needed to synthesize it. The reactants are: C(OC([N:8]1[CH2:13][CH2:12][CH:11]([N:14]([C:25]2[CH:29]=[C:28]([C:30]3[CH:35]=[CH:34][CH:33]=[CH:32][CH:31]=3)[S:27][C:26]=2[C:36]([OH:38])=[O:37])[C:15](=[O:24])[C:16]2[CH:21]=[CH:20][C:19]([Cl:22])=[CH:18][C:17]=2[Cl:23])[CH2:10][CH2:9]1)=O)(C)(C)C.Cl.